This data is from Full USPTO retrosynthesis dataset with 1.9M reactions from patents (1976-2016). The task is: Predict the reactants needed to synthesize the given product. (1) Given the product [OH:5][CH2:6][CH2:7][O:8][C:9]1[CH:10]=[CH:11][C:12]([C@H:15]2[NH:19][C:18](=[O:20])[N:17]([C@H:21]([C:29]3[NH:33][C:32]4[CH:34]=[CH:35][C:36]([I:38])=[CH:37][C:31]=4[N:30]=3)[CH2:22][C:23]3[CH:24]=[CH:25][CH:26]=[CH:27][CH:28]=3)[C:16]2=[O:39])=[CH:13][CH:14]=1, predict the reactants needed to synthesize it. The reactants are: C([O:5][CH2:6][CH2:7][O:8][C:9]1[CH:14]=[CH:13][C:12]([C@H:15]2[NH:19][C:18](=[O:20])[N:17]([C@H:21]([C:29]3[NH:33][C:32]4[CH:34]=[CH:35][C:36]([I:38])=[CH:37][C:31]=4[N:30]=3)[CH2:22][C:23]3[CH:28]=[CH:27][CH:26]=[CH:25][CH:24]=3)[C:16]2=[O:39])=[CH:11][CH:10]=1)(C)(C)C.ClCCl.C(#N)C.[I-].[Na+].Cl[Si](C)(C)C. (2) Given the product [ClH:40].[CH2:27]1[C:26]2[C:23]3[CH:24]=[CH:25][C:20]([N:3]4[CH:4]=[CH:5][C:6]([O:8][CH2:9][C:10]5[CH:15]=[CH:14][CH:13]=[C:12]([C:16]([F:17])([F:18])[F:19])[N:11]=5)=[CH:7][C:2]4=[O:1])=[CH:21][C:22]=3[O:32][C:31]=2[CH2:30][CH2:29][NH:28]1, predict the reactants needed to synthesize it. The reactants are: [O:1]=[C:2]1[CH:7]=[C:6]([O:8][CH2:9][C:10]2[CH:15]=[CH:14][CH:13]=[C:12]([C:16]([F:19])([F:18])[F:17])[N:11]=2)[CH:5]=[CH:4][N:3]1[C:20]1[CH:25]=[CH:24][C:23]2[C:26]3[CH2:27][N:28](C(OC(C)(C)C)=O)[CH2:29][CH2:30][C:31]=3[O:32][C:22]=2[CH:21]=1.[ClH:40].